The task is: Predict the reactants needed to synthesize the given product.. This data is from Full USPTO retrosynthesis dataset with 1.9M reactions from patents (1976-2016). (1) Given the product [Cl:1][C:2]1[C:9]([CH3:10])=[C:8]([NH:13][C@H:14]2[CH2:19][CH2:18][CH2:17][CH2:16][C@H:15]2[OH:20])[CH:7]=[CH:6][C:3]=1[C:4]#[N:5], predict the reactants needed to synthesize it. The reactants are: [Cl:1][C:2]1[C:9]([CH3:10])=[C:8](F)[CH:7]=[CH:6][C:3]=1[C:4]#[N:5].Cl.[NH2:13][C@H:14]1[CH2:19][CH2:18][CH2:17][CH2:16][C@H:15]1[OH:20].C(=O)(O)[O-].[Na+].O. (2) Given the product [F:1][C@H:2]1[C@H:7]([O:8][C:9]2[CH:14]=[CH:13][C:12]([NH2:15])=[CH:11][C:10]=2[C:18]([F:20])([F:19])[F:21])[CH2:6][CH2:5][N:4]([CH:22]2[CH2:25][O:24][CH2:23]2)[CH2:3]1, predict the reactants needed to synthesize it. The reactants are: [F:1][C@H:2]1[C@H:7]([O:8][C:9]2[CH:14]=[CH:13][C:12]([N+:15]([O-])=O)=[CH:11][C:10]=2[C:18]([F:21])([F:20])[F:19])[CH2:6][CH2:5][N:4]([CH:22]2[CH2:25][O:24][CH2:23]2)[CH2:3]1. (3) Given the product [C:8]([C:6]1[CH:5]=[CH:4][C:3]2[O:12][C:19]([C:18]3[CH:22]=[CH:23][CH:24]=[C:16]([N+:13]([O-:15])=[O:14])[CH:17]=3)=[N:1][C:2]=2[CH:7]=1)([CH3:9])([CH3:11])[CH3:10], predict the reactants needed to synthesize it. The reactants are: [NH2:1][C:2]1[CH:7]=[C:6]([C:8]([CH3:11])([CH3:10])[CH3:9])[CH:5]=[CH:4][C:3]=1[OH:12].[N+:13]([C:16]1[CH:17]=[C:18]([CH:22]=[CH:23][CH:24]=1)[C:19](Cl)=O)([O-:15])=[O:14]. (4) Given the product [CH3:11][N:12]([CH3:13])[C:2]1[CH:7]=[CH:6][C:5]([N+:8]([O-:10])=[O:9])=[CH:4][N:3]=1, predict the reactants needed to synthesize it. The reactants are: Cl[C:2]1[CH:7]=[CH:6][C:5]([N+:8]([O-:10])=[O:9])=[CH:4][N:3]=1.[CH3:11][NH:12][CH3:13].O. (5) The reactants are: [CH2:1]([O:3][C:4](=[O:17])/[C:5](/[CH3:16])=[CH:6]/[CH2:7][O:8]CC1C=CC=CC=1)[CH3:2]. Given the product [CH2:1]([O:3][C:4](=[O:17])[CH:5]([CH3:16])[CH2:6][CH2:7][OH:8])[CH3:2], predict the reactants needed to synthesize it. (6) Given the product [CH3:34][O:35][C:36]([C:38]1[CH:47]=[C:46]([CH2:48][CH2:49][CH2:50][CH2:51][CH2:52][CH3:53])[C:45]2[C:40](=[C:41]([NH2:54])[CH:42]=[CH:43][CH:44]=2)[N:39]=1)=[O:37], predict the reactants needed to synthesize it. The reactants are: COC(C1C=C(NS(C2C=CC(C)=CC=2)(=O)=O)C2C(=C(OCC3C=CC=CC=3)C=CC=2)N=1)=O.[CH3:34][O:35][C:36]([C:38]1[CH:47]=[C:46]([C:48]#[C:49][CH2:50][CH2:51][CH2:52][CH3:53])[C:45]2[C:40](=[C:41]([NH2:54])[CH:42]=[CH:43][CH:44]=2)[N:39]=1)=[O:37]. (7) Given the product [CH2:24]([NH:1][C@H:2]1[C@H:8]([C:9]2[CH:14]=[CH:13][C:12]([Cl:15])=[C:11]([Cl:16])[CH:10]=2)[O:7][CH2:6][CH2:5][N:4]([C:17]([O:19][C:20]([CH3:23])([CH3:22])[CH3:21])=[O:18])[CH2:3]1)[C:25]1[CH:30]=[CH:29][CH:28]=[CH:27][CH:26]=1, predict the reactants needed to synthesize it. The reactants are: [NH2:1][C@H:2]1[C@H:8]([C:9]2[CH:14]=[CH:13][C:12]([Cl:15])=[C:11]([Cl:16])[CH:10]=2)[O:7][CH2:6][CH2:5][N:4]([C:17]([O:19][C:20]([CH3:23])([CH3:22])[CH3:21])=[O:18])[CH2:3]1.[CH2:24](Br)[C:25]1[CH:30]=[CH:29][CH:28]=[CH:27][CH:26]=1. (8) Given the product [NH:62]1[CH:63]=[CH:64][N:65]=[C:61]1[NH:60][C:59]([C:39]1[C:40]2[NH:44][C:43]([NH:45][C:46]([C:48]3[N:49]=[CH:50][C:51]4[C:56]([CH:57]=3)=[CH:55][CH:54]=[CH:53][CH:52]=4)=[O:47])=[N:42][C:41]=2[CH:58]=[C:37]([NH:36][C:9](=[O:11])[CH2:8][CH2:7][C:1]2[CH:2]=[CH:3][CH:4]=[CH:5][CH:6]=2)[CH:38]=1)=[O:66], predict the reactants needed to synthesize it. The reactants are: [C:1]1([CH2:7][CH2:8][C:9]([OH:11])=O)[CH:6]=[CH:5][CH:4]=[CH:3][CH:2]=1.CN(C(ON1N=NC2C=CC=CC1=2)=[N+](C)C)C.F[P-](F)(F)(F)(F)F.[NH2:36][C:37]1[CH:38]=[C:39]([C:59](=[O:66])[NH:60][C:61]2[NH:62][CH:63]=[CH:64][N:65]=2)[C:40]2[N:44]=[C:43]([NH:45][C:46]([C:48]3[N:49]=[CH:50][C:51]4[C:56]([CH:57]=3)=[CH:55][CH:54]=[CH:53][CH:52]=4)=[O:47])[NH:42][C:41]=2[CH:58]=1. (9) Given the product [N+:14]([C:11]1[CH:12]=[CH:13][C:8]([C:6]2[O:7][C:3]([CH2:2][N:17]3[CH2:22][CH2:21][CH2:20][CH2:19][CH2:18]3)=[CH:4][N:5]=2)=[CH:9][CH:10]=1)([O-:16])=[O:15], predict the reactants needed to synthesize it. The reactants are: Br[CH2:2][C:3]1[O:7][C:6]([C:8]2[CH:13]=[CH:12][C:11]([N+:14]([O-:16])=[O:15])=[CH:10][CH:9]=2)=[N:5][CH:4]=1.[NH:17]1[CH2:22][CH2:21][CH2:20][CH2:19][CH2:18]1. (10) Given the product [Cl:1][C:2]1[CH:3]=[C:4]([CH:20]=[CH:21][C:22]=1[Cl:23])[CH2:5][C@H:6]1[CH2:10][N:9]([C:11]([O:13][C:14]([CH3:16])([CH3:17])[CH3:15])=[O:12])[C@H:8]([CH2:18][O:19][S:32]([CH3:31])(=[O:34])=[O:33])[CH2:7]1, predict the reactants needed to synthesize it. The reactants are: [Cl:1][C:2]1[CH:3]=[C:4]([CH:20]=[CH:21][C:22]=1[Cl:23])[CH2:5][C@H:6]1[CH2:10][N:9]([C:11]([O:13][C:14]([CH3:17])([CH3:16])[CH3:15])=[O:12])[C@H:8]([CH2:18][OH:19])[CH2:7]1.C(N(CC)CC)C.[CH3:31][S:32](Cl)(=[O:34])=[O:33].